This data is from Experimentally validated miRNA-target interactions with 360,000+ pairs, plus equal number of negative samples. The task is: Binary Classification. Given a miRNA mature sequence and a target amino acid sequence, predict their likelihood of interaction. (1) The miRNA is hsa-miR-3175 with sequence CGGGGAGAGAACGCAGUGACGU. The protein sequence of the target gene is MSETPAQSSIKQERISYTPPESPVASHRSSTPLHVHTVPRALRMEEDSIHLPTHLRLQPIYWSRDDVAQWLKWAENEFSLRPIESNKFEMNGKALLLLTKEDFRYRSPHSGDVLYELLQHILKQRKSRMLFSPFFPPGDSIHTKPEVLLHQNHDEDNCVQRTPRTPAESVHHNPPTIELLHRPRSPITTNHRPSPDPEQQRPQRSPLDNMSRRLSPVEKAQGPRLQQENNHQETYPLSVSPVENNHCLPSSPWQESTRVIQLMPSPIMHPLILNPRHSHSVDFKQSRHSEDGMNREGKPI.... Result: 0 (no interaction). (2) The miRNA is hsa-miR-380-3p with sequence UAUGUAAUAUGGUCCACAUCUU. The protein sequence of the target gene is MESPEEPGASMDENYFVNYTFKDRSHSGRVAQGIMKLCLEEELFADVTISVEGREFQLHRLVLSAQSCFFRSMFTSNLKEAHNRVIVLQDVSESVFQLLVDYIYHGTVKLRAEELQEIYEVSDMYQLTSLFEECSRFLARTVQVGNCLQVMWLADRHSDPELYTAAKHCAKTHLAQLQNTEEFLHLPHRLLTDIISDGVPCSQNPTEAIEAWINFNKEEREAFAESLRTSLKEIGENVHIYLIGKESSRTHSLAVSLHCAEDDSISVSGQNSLCHQITAACKHGGDLYVVGGSIPRRMWK.... Result: 0 (no interaction). (3) The miRNA is hsa-miR-5588-5p with sequence ACUGGCAUUAGUGGGACUUUU. The protein sequence of the target gene is MEACCLLQLPQRLLLLGAAALTATALETADLAELCGQTWQGDGLLLRSHAASRRFYFVAPDTDCGLWVQAAAPGDRIRFQFRFFLVYSLTPAPPALNTSSPAPADPCAPGSYLQFYEGPPGAPRPLGSPLCGLNIPVPVASSGPFLGLRLVTRGRQPRVDFVGEVTSFRLGPCGAYFRCQNGRCIPSSLVCDPWGMDNCGDGSDQGSWSPADCRGPSPVPSQTGSTDAHTSRSLTPSPALGSAGSLWIAAERSSPAGRDPTRQDAALEGSTE. Result: 0 (no interaction). (4) The miRNA is hsa-miR-8075 with sequence UGCUGAUGGCAGAUGUCGGGUCUG. The protein sequence of the target gene is MDFSPSSELGFHFVAFILLTRHRTAFPASGKKRETDYSDGDPLDVHKRLPSSAGEDRAVMLGFAMMGFSVLMFFLLGTTILKPFMLSIQREESTCTAIHTDIMDDWLDCAFTCGVHCHGQGKYPCLQVFVNLSHPGQKALLHYNEEAVQINPKCFYTPKCHQDRNDLLNSALDIKEFFDHKNGTPFSCFYSPASQSEDVILIKKYDQMAIFHCLFWPSLTLLGGALIVGMVRLTQHLSLLCEKYSTVVRDEVGGKVPYIEQHQFKLCIMRRSKGRAEKS. Result: 0 (no interaction). (5) The miRNA is mmu-miR-7663-5p with sequence GCUGCUUGGUGAUCAUCCACUGU. The protein sequence of the target gene is MDFKIEHTWDGFPVKHEPVFIRLNPGDRGVMMDISAPFFRDPPAPLGEPGKPFNELWDYEVVEAFFLNDITEQYLEVELCPHGQHLVLLLSGRRNVWKQELPLSFRMSRGETKWEGKAYLPWSYFPPNVTKFNSFAIHGSKDKRSYEALYPVPQHELQQGQKPDFHCLEYFKSFNFNTLLGEEWKQPESDLWLIEKCDI. Result: 0 (no interaction). (6) The miRNA is hsa-miR-6511a-3p with sequence CCUCACCAUCCCUUCUGCCUGC. The protein sequence of the target gene is MKYILVTGGVISGIGKGIIASSVGTILKSCGLHVTSIKIDPYINIDAGTFSPYEHGEVFVLDDGGEVDLDLGNYERFLDIRLTKDNNLTTGKIYQYVINKERKGDYLGKTVQVVPHITDAIQEWVMRQALIPVDEDGLEPQVCVIELGGTVGDIESMPFIEAFRQFQFKVKRENFCNIHVSLVPQPSSTGEQKTKPTQNSVRELRGLGLSPDLVVCRCSNPLDTSVKEKISMFCHVEPEQVICVHDVSSIYRVPLLLEEQGVVDYFLRRLDLPIERQPRKMLMKWKEMADRYDRLLETCS.... Result: 0 (no interaction). (7) Result: 0 (no interaction). The miRNA is hsa-miR-23a-5p with sequence GGGGUUCCUGGGGAUGGGAUUU. The protein sequence of the target gene is MLAFAARTVVKPLGLLKPSSLMKVSGRFKAHQDALPRLPVPPLQQSLDYYLKALQPIVSEEEWAHTKQLVDEFQTSGGVGERLQKGLERRAKKMENWLSEWWLKTAYLQFRQPVVIYSSPGVILPKQDFVDLQGQLRFAAKLIEGVLDFKSMIDNETLPVEFLGGQPLCMNQYYQILSSCRVPGPKQDSVVNFLKSKRPPTHITVVHNYQFFELDVYHSDGTPLTSDQIFVQLEKIWNSSLQSNKEPVGILTSNHRNTWAKAYNNLIKDKVNRESVNSIQKSIFTVCLDKQVPRVSDDVY....